From a dataset of TCR-epitope binding with 47,182 pairs between 192 epitopes and 23,139 TCRs. Binary Classification. Given a T-cell receptor sequence (or CDR3 region) and an epitope sequence, predict whether binding occurs between them. The epitope is SEPVLKGVKL. The TCR CDR3 sequence is CASSLDGAGRDTEAFF. Result: 1 (the TCR binds to the epitope).